Dataset: Forward reaction prediction with 1.9M reactions from USPTO patents (1976-2016). Task: Predict the product of the given reaction. The product is: [Cl:19][C:6]1[C:7]([N+:13]([O-:15])=[O:14])=[CH:8][N:9]=[C:10]2[C:5]=1[N:4]=[C:3]([O:2][CH3:1])[CH:12]=[CH:11]2. Given the reactants [CH3:1][O:2][C:3]1[N:4]=[C:5]2[C:10](=[CH:11][CH:12]=1)[N:9]=[CH:8][C:7]([N+:13]([O-:15])=[O:14])=[C:6]2O.O=P(Cl)(Cl)[Cl:19], predict the reaction product.